This data is from Reaction yield outcomes from USPTO patents with 853,638 reactions. The task is: Predict the reaction yield, written as a fraction of the theoretical maximum amount of product (1.0 means a 100% yield; for example, 0.34 means a 34% yield). The reactants are Br[C:2]1[CH:7]=[CH:6][C:5]([NH:8][C:9](=[O:25])[O:10][C@@H:11]2[C@@H:16]([O:17][CH3:18])[C@@H:15]([O:19][CH2:20][CH3:21])[C@H:14]([O:22][CH3:23])[C@@H:13]([CH3:24])[O:12]2)=[CH:4][CH:3]=1.[B:26]1([B:26]2[O:30][C:29]([CH3:32])([CH3:31])[C:28]([CH3:34])([CH3:33])[O:27]2)[O:30][C:29]([CH3:32])([CH3:31])[C:28]([CH3:34])([CH3:33])[O:27]1.CC([O-])=O.[K+].N#N. The catalyst is O.C1C=CC(P(C2C=CC=CC=2)[C-]2C=CC=C2)=CC=1.C1C=CC(P(C2C=CC=CC=2)[C-]2C=CC=C2)=CC=1.Cl[Pd]Cl.[Fe+2].CS(C)=O. The product is [CH3:33][C:28]1([CH3:34])[C:29]([CH3:32])([CH3:31])[O:30][B:26]([C:2]2[CH:7]=[CH:6][C:5]([NH:8][C:9](=[O:25])[O:10][C@@H:11]3[C@@H:16]([O:17][CH3:18])[C@@H:15]([O:19][CH2:20][CH3:21])[C@H:14]([O:22][CH3:23])[C@@H:13]([CH3:24])[O:12]3)=[CH:4][CH:3]=2)[O:27]1. The yield is 0.530.